This data is from Full USPTO retrosynthesis dataset with 1.9M reactions from patents (1976-2016). The task is: Predict the reactants needed to synthesize the given product. Given the product [CH2:29]([N:1]1[C:5](=[O:6])[CH2:4][N:3]2[C:7](=[O:10])[CH2:8][CH2:9][CH:2]12)[C:30]1[CH:35]=[CH:34][CH:33]=[CH:32][CH:31]=1, predict the reactants needed to synthesize it. The reactants are: [NH:1]1[C:5](=[O:6])[CH2:4][N:3]2[C:7](=[O:10])[CH2:8][CH2:9][CH:2]12.CCN(P1(N(C)CCCN1C)=NC(C)(C)C)CC.[CH2:29](Br)[C:30]1[CH:35]=[CH:34][CH:33]=[CH:32][CH:31]=1.